Dataset: NCI-60 drug combinations with 297,098 pairs across 59 cell lines. Task: Regression. Given two drug SMILES strings and cell line genomic features, predict the synergy score measuring deviation from expected non-interaction effect. (1) Drug 1: CC1=C(C(=CC=C1)Cl)NC(=O)C2=CN=C(S2)NC3=CC(=NC(=N3)C)N4CCN(CC4)CCO. Drug 2: CCC1(C2=C(COC1=O)C(=O)N3CC4=CC5=C(C=CC(=C5CN(C)C)O)N=C4C3=C2)O.Cl. Cell line: MCF7. Synergy scores: CSS=7.38, Synergy_ZIP=-3.52, Synergy_Bliss=1.77, Synergy_Loewe=-4.88, Synergy_HSA=2.23. (2) Drug 1: COC1=CC(=CC(=C1O)OC)C2C3C(COC3=O)C(C4=CC5=C(C=C24)OCO5)OC6C(C(C7C(O6)COC(O7)C8=CC=CS8)O)O. Cell line: RXF 393. Synergy scores: CSS=30.2, Synergy_ZIP=-4.00, Synergy_Bliss=3.03, Synergy_Loewe=-44.9, Synergy_HSA=3.70. Drug 2: CN(C)N=NC1=C(NC=N1)C(=O)N. (3) Drug 1: COC1=C(C=C2C(=C1)N=CN=C2NC3=CC(=C(C=C3)F)Cl)OCCCN4CCOCC4. Drug 2: C#CCC(CC1=CN=C2C(=N1)C(=NC(=N2)N)N)C3=CC=C(C=C3)C(=O)NC(CCC(=O)O)C(=O)O. Cell line: MCF7. Synergy scores: CSS=12.0, Synergy_ZIP=-3.70, Synergy_Bliss=-2.05, Synergy_Loewe=-0.699, Synergy_HSA=-1.19. (4) Drug 1: CC=C1C(=O)NC(C(=O)OC2CC(=O)NC(C(=O)NC(CSSCCC=C2)C(=O)N1)C(C)C)C(C)C. Drug 2: CCN(CC)CCNC(=O)C1=C(NC(=C1C)C=C2C3=C(C=CC(=C3)F)NC2=O)C. Cell line: NCI/ADR-RES. Synergy scores: CSS=-0.483, Synergy_ZIP=7.27, Synergy_Bliss=2.19, Synergy_Loewe=-4.14, Synergy_HSA=-0.920. (5) Drug 1: C1=C(C(=O)NC(=O)N1)N(CCCl)CCCl. Cell line: EKVX. Synergy scores: CSS=1.69, Synergy_ZIP=-4.31, Synergy_Bliss=-1.58, Synergy_Loewe=-1.33, Synergy_HSA=-1.33. Drug 2: CC12CCC3C(C1CCC2O)C(CC4=C3C=CC(=C4)O)CCCCCCCCCS(=O)CCCC(C(F)(F)F)(F)F.